From a dataset of Reaction yield outcomes from USPTO patents with 853,638 reactions. Predict the reaction yield, written as a fraction of the theoretical maximum amount of product (1.0 means a 100% yield; for example, 0.34 means a 34% yield). The reactants are [O:1]=[C:2]1[C:10]2[C:5](=[CH:6][CH:7]=[C:8]([C:11]#[N:12])[CH:9]=2)[CH2:4][NH:3]1.C[C@@H](C1C=CC2[C@@H]3[C@@H]4O[C@@H]4[C@]4(O)[C@](C)(C(C=CC4)=O)[C@H]3CCC=2C=1)/C=C/C(C)=O.[CH3:42][C:43]([O:46][C:47](O[C:47]([O:46][C:43]([CH3:45])([CH3:44])[CH3:42])=[O:48])=[O:48])([CH3:45])[CH3:44].[BH4-].[Na+]. The catalyst is CO. The product is [O:1]=[C:2]1[C:10]2[C:5](=[CH:6][CH:7]=[C:8]([CH2:11][NH:12][C:47](=[O:48])[O:46][C:43]([CH3:45])([CH3:44])[CH3:42])[CH:9]=2)[CH2:4][NH:3]1. The yield is 0.750.